This data is from Reaction yield outcomes from USPTO patents with 853,638 reactions. The task is: Predict the reaction yield, written as a fraction of the theoretical maximum amount of product (1.0 means a 100% yield; for example, 0.34 means a 34% yield). (1) The reactants are [CH3:1][N:2]1[C:10]2[C:5](=[CH:6][CH:7]=[CH:8][CH:9]=2)[C:4]([C:11]([O:13]C)=O)=[CH:3]1.[CH3:15][NH2:16]. No catalyst specified. The product is [CH3:15][NH:16][C:11]([C:4]1[C:5]2[C:10](=[CH:9][CH:8]=[CH:7][CH:6]=2)[N:2]([CH3:1])[CH:3]=1)=[O:13]. The yield is 0.560. (2) The reactants are [Br:1][C:2]1[N:10]=[C:5]2[CH:6]=[N:7][NH:8][CH:9]=[C:4]2[N:3]=1.C([O-])([O-])=O.[K+].[K+].[F:17][C:18]([F:37])([F:36])[C:19]1[CH:24]=[C:23]([C:25]([F:28])([F:27])[F:26])[CH:22]=[CH:21][C:20]=1[C:29]1[CH:33]=[C:32]([CH2:34]Cl)[O:31][N:30]=1.O. The catalyst is CN(C=O)C. The product is [F:37][C:18]([F:17])([F:36])[C:19]1[CH:24]=[C:23]([C:25]([F:28])([F:26])[F:27])[CH:22]=[CH:21][C:20]=1[C:29]1[CH:33]=[C:32]([CH2:34][N:7]2[CH:6]=[C:5]3[N:10]=[C:2]([Br:1])[N:3]=[C:4]3[CH:9]=[N:8]2)[O:31][N:30]=1. The yield is 0.700. (3) The reactants are [Br:1][C:2]1[CH:7]=[CH:6][C:5]([NH:8][CH:9]=[C:10]([C:16]([O:18]CC)=O)[C:11]([O:13][CH2:14][CH3:15])=[O:12])=[CH:4][C:3]=1[O:21][CH3:22]. The catalyst is C1(OC2C=CC=CC=2)C=CC=CC=1.CCCCCC. The product is [Br:1][C:2]1[CH:7]=[C:6]2[C:5](=[CH:4][C:3]=1[O:21][CH3:22])[NH:8][CH:9]=[C:10]([C:11]([O:13][CH2:14][CH3:15])=[O:12])[C:16]2=[O:18]. The yield is 0.930. (4) The reactants are Br[C:2]1[CH:7]=[C:6]([F:8])[CH:5]=[C:4](Br)[C:3]=1[O:10][CH3:11].[N+:12]([O-])(O)=O. The catalyst is S(=O)(=O)(O)O.C(O)C.[Pd]. The product is [F:8][C:6]1[CH:5]=[CH:4][C:3]([O:10][CH3:11])=[CH:2][C:7]=1[NH2:12]. The yield is 0.590.